This data is from Full USPTO retrosynthesis dataset with 1.9M reactions from patents (1976-2016). The task is: Predict the reactants needed to synthesize the given product. (1) Given the product [Cl:20][C:21]1[CH:26]=[CH:25][C:24]([CH:27]([CH:29]2[CH2:31][CH2:30]2)[C:16]2[C:15]3[C:19](=[C:11]([CH2:10][S:9][CH3:8])[CH:12]=[CH:13][CH:14]=3)[NH:18][CH:17]=2)=[C:23]([F:32])[CH:22]=1, predict the reactants needed to synthesize it. The reactants are: FC(F)(F)C(O)=O.[CH3:8][S:9][CH2:10][C:11]1[CH:12]=[CH:13][CH:14]=[C:15]2[C:19]=1[NH:18][CH:17]=[CH:16]2.[Cl:20][C:21]1[CH:26]=[CH:25][C:24]([CH:27]([CH:29]2[CH2:31][CH2:30]2)O)=[C:23]([F:32])[CH:22]=1. (2) Given the product [ClH:33].[CH2:1]([O:5][C:6]1[C:30]([O:31][CH3:32])=[CH:29][CH:28]=[CH:27][C:7]=1[CH2:8][N:9]([CH3:26])[C:10](=[O:25])/[CH:11]=[CH:12]/[C:13]1[CH:24]=[N:23][C:16]2[NH:17][C:18](=[O:22])[CH2:19][NH:20][CH2:21][C:15]=2[CH:14]=1)[CH:2]([CH3:4])[CH3:3], predict the reactants needed to synthesize it. The reactants are: [CH2:1]([O:5][C:6]1[C:30]([O:31][CH3:32])=[CH:29][CH:28]=[CH:27][C:7]=1[CH2:8][N:9]([CH3:26])[C:10](=[O:25])/[CH:11]=[CH:12]/[C:13]1[CH:24]=[N:23][C:16]2[NH:17][C:18](=[O:22])[CH2:19][NH:20][CH2:21][C:15]=2[CH:14]=1)[CH:2]([CH3:4])[CH3:3].[ClH:33].